From a dataset of HIV replication inhibition screening data with 41,000+ compounds from the AIDS Antiviral Screen. Binary Classification. Given a drug SMILES string, predict its activity (active/inactive) in a high-throughput screening assay against a specified biological target. (1) The molecule is C=COC(=O)N1C2CCCC(Cl)(C(C)=O)C1CC2. The result is 0 (inactive). (2) The compound is Cc1ccc2c(=O)c3c(O)c4c(cc3n(C)c2c1)OC(C)(C)C=C4. The result is 0 (inactive). (3) The drug is CCc1cc(-c2ccc(OC)cc2)c(C#N)c(=S)n1C1OC(CO)C(O)C(O)C1O. The result is 0 (inactive). (4) The compound is CC(C)(C)C(=O)OC1CCOP(=O)(OCC2OC(n3cc(F)c(=O)[nH]c3=O)CC2O)O1. The result is 0 (inactive). (5) The molecule is CCCC[Sn]1(CCCC)OCC(CN2CCCC2)O1. The result is 0 (inactive). (6) The molecule is CN(C)C=Nc1c2c(nc3ccccc13)CCCC2. The result is 0 (inactive).